Regression. Given two drug SMILES strings and cell line genomic features, predict the synergy score measuring deviation from expected non-interaction effect. From a dataset of NCI-60 drug combinations with 297,098 pairs across 59 cell lines. Drug 1: COC1=CC(=CC(=C1O)OC)C2C3C(COC3=O)C(C4=CC5=C(C=C24)OCO5)OC6C(C(C7C(O6)COC(O7)C8=CC=CS8)O)O. Drug 2: CC1C(C(CC(O1)OC2CC(CC3=C2C(=C4C(=C3O)C(=O)C5=C(C4=O)C(=CC=C5)OC)O)(C(=O)CO)O)N)O.Cl. Cell line: NCI-H460. Synergy scores: CSS=60.9, Synergy_ZIP=-1.79, Synergy_Bliss=-4.16, Synergy_Loewe=0.685, Synergy_HSA=2.13.